This data is from Forward reaction prediction with 1.9M reactions from USPTO patents (1976-2016). The task is: Predict the product of the given reaction. (1) Given the reactants [F:1][C:2]1[C:3]([C:15]([C:17]2[CH:22]=[CH:21][C:20]([F:23])=[CH:19][CH:18]=2)=O)=[N:4][CH:5]=[CH:6][C:7]=1[C:8]1[C:9]([OH:14])=[N:10][CH:11]=[N:12][CH:13]=1.Cl.[NH2:25][OH:26], predict the reaction product. The product is: [F:1][C:2]1[C:3](/[C:15](/[C:17]2[CH:22]=[CH:21][C:20]([F:23])=[CH:19][CH:18]=2)=[N:25]\[OH:26])=[N:4][CH:5]=[CH:6][C:7]=1[C:8]1[C:9]([OH:14])=[N:10][CH:11]=[N:12][CH:13]=1. (2) The product is: [CH2:38]([NH:37][C:32](=[O:33])[C:31]1[CH:30]=[CH:29][C:28]([S:27][CH2:26][C:16]2[C:17]3[CH2:18][CH2:19][CH2:20][C:21](=[O:25])[C:22]=3[CH:23]=[CH:24][C:15]=2[O:14][C@@H:7]([C:8]2[CH:9]=[CH:10][CH:11]=[CH:12][CH:13]=2)[CH2:6][N:1]2[CH:5]=[CH:4][N:3]=[CH:2]2)=[CH:36][CH:35]=1)[CH:39]=[CH2:40]. Given the reactants [N:1]1([CH2:6][C@@H:7]([O:14][C:15]2[CH:24]=[CH:23][C:22]3[C:21](=[O:25])[CH2:20][CH2:19][CH2:18][C:17]=3[C:16]=2[CH2:26][S:27][C:28]2[CH:36]=[CH:35][C:31]([C:32](O)=[O:33])=[CH:30][CH:29]=2)[C:8]2[CH:13]=[CH:12][CH:11]=[CH:10][CH:9]=2)[CH:5]=[CH:4][N:3]=[CH:2]1.[NH2:37][CH2:38][CH:39]=[CH2:40], predict the reaction product. (3) Given the reactants [C:1]([N:5]1[C:9]2[N:10]=[C:11]([NH:14][C:15](=O)[C:16]3[CH:21]=[CH:20][C:19]([CH3:22])=[CH:18][CH:17]=3)[N:12]=[CH:13][C:8]=2[C:7](I)=[CH:6]1)([CH3:4])([CH3:3])[CH3:2].[NH2:25][CH2:26][C:27]1[CH:28]=[N:29][CH:30]=[CH:31][CH:32]=1.CN([CH:36]=[O:37])C, predict the reaction product. The product is: [N:29]1[CH:30]=[CH:31][CH:32]=[C:27]([CH2:26][NH:25][C:36]([C:7]2[C:8]3[CH:13]=[N:12][C:11]([NH:14][CH2:15][C:16]4[CH:21]=[CH:20][C:19]([CH3:22])=[CH:18][CH:17]=4)=[N:10][C:9]=3[N:5]([C:1]([CH3:4])([CH3:3])[CH3:2])[CH:6]=2)=[O:37])[CH:28]=1. (4) Given the reactants [Br:1][C:2]1([O:13][CH3:14])[CH:7]=[CH:6][C:5]([N+:8]([O-])=O)=[C:4]([O:11][CH3:12])[CH2:3]1, predict the reaction product. The product is: [Br:1][C:2]1([O:13][CH3:14])[CH:7]=[CH:6][C:5]([NH2:8])=[C:4]([O:11][CH3:12])[CH2:3]1.